This data is from Catalyst prediction with 721,799 reactions and 888 catalyst types from USPTO. The task is: Predict which catalyst facilitates the given reaction. (1) Product: [C:15]1([N:9]2[C:10]([C:11]([F:14])([F:13])[F:12])=[C:6]([C:4]([OH:5])=[O:3])[C:7]([CH:21]([F:22])[F:23])=[N:8]2)[CH:16]=[CH:17][CH:18]=[CH:19][CH:20]=1. The catalyst class is: 8. Reactant: C([O:3][C:4]([C:6]1[C:7]([CH:21]([F:23])[F:22])=[N:8][N:9]([C:15]2[CH:20]=[CH:19][CH:18]=[CH:17][CH:16]=2)[C:10]=1[C:11]([F:14])([F:13])[F:12])=[O:5])C.[OH-].[Na+]. (2) The catalyst class is: 44. Reactant: [H-].[Na+].[Cl:3][C:4]1[CH:13]=[C:12]2[C:7]([CH:8]=[CH:9][N:10]([CH2:15][C:16]3[CH:21]=[CH:20][C:19]([O:22][CH3:23])=[CH:18][CH:17]=3)[C:11]2=[O:14])=[CH:6][C:5]=1F.O.[C:26]([O:30][C:31]([N:33]1[CH:38]2[CH2:39][CH2:40][CH:34]1[CH2:35][CH:36]([OH:41])[CH2:37]2)=[O:32])([CH3:29])([CH3:28])[CH3:27]. Product: [C:26]([O:30][C:31]([N:33]1[CH:38]2[CH2:39][CH2:40][CH:34]1[CH2:35][CH:36]([O:41][C:5]1[CH:6]=[C:7]3[C:12](=[CH:13][C:4]=1[Cl:3])[C:11](=[O:14])[N:10]([CH2:15][C:16]1[CH:21]=[CH:20][C:19]([O:22][CH3:23])=[CH:18][CH:17]=1)[CH:9]=[CH:8]3)[CH2:37]2)=[O:32])([CH3:29])([CH3:27])[CH3:28]. (3) Reactant: [NH2:1][CH2:2][CH2:3][N:4]1[CH2:9][CH2:8][CH:7]([C:10]2[CH:11]=[C:12]([NH:16][C:17](=[O:21])[CH:18]([CH3:20])[CH3:19])[CH:13]=[CH:14][CH:15]=2)[CH2:6][CH2:5]1.[CH:22]1[C:31]2[C:26](=[CH:27][CH:28]=[CH:29][CH:30]=2)[CH:25]=[CH:24][C:23]=1[C:32](Cl)=[O:33]. Product: [C:17]([NH:16][C:12]1[CH:11]=[C:10]([CH:7]2[CH2:8][CH2:9][N:4]([CH2:3][CH2:2][NH:1][C:32]([C:23]3[CH:24]=[CH:25][C:26]4[C:31](=[CH:30][CH:29]=[CH:28][CH:27]=4)[CH:22]=3)=[O:33])[CH2:5][CH2:6]2)[CH:15]=[CH:14][CH:13]=1)(=[O:21])[CH:18]([CH3:19])[CH3:20]. The catalyst class is: 1. (4) Reactant: [C:1]1([OH:7])[CH:6]=[CH:5][CH:4]=[CH:3][CH:2]=1.[OH-].[K+].[CH3:10][CH:11](C1C=C(C)C=CC=1S([O-])(=O)=O)[C:12]#[CH:13].O. Product: [CH3:13][CH:12]([O:7][C:1]1[CH:6]=[CH:5][CH:4]=[CH:3][CH:2]=1)[C:11]#[CH:10]. The catalyst class is: 14.